From a dataset of Peptide-MHC class I binding affinity with 185,985 pairs from IEDB/IMGT. Regression. Given a peptide amino acid sequence and an MHC pseudo amino acid sequence, predict their binding affinity value. This is MHC class I binding data. (1) The peptide sequence is CPAVAVHDF. The MHC is HLA-B07:02 with pseudo-sequence HLA-B07:02. The binding affinity (normalized) is 0.316. (2) The peptide sequence is FVHSGFIYF. The MHC is HLA-B08:01 with pseudo-sequence HLA-B08:01. The binding affinity (normalized) is 0.0847. (3) The peptide sequence is LVYFSTQQNK. The MHC is HLA-A31:01 with pseudo-sequence HLA-A31:01. The binding affinity (normalized) is 0.209.